This data is from Human Reference Interactome with 51,813 positive PPI pairs across 8,248 proteins, plus equal number of experimentally-validated negative pairs. The task is: Binary Classification. Given two protein amino acid sequences, predict whether they physically interact or not. (1) Protein 2 (ENSG00000178982) has sequence MAMFEQMRANVGKLLKGIDRYNPENLATLERYVETQAKENAYDLEANLAVLKLYQFNPAFFQTTVTAQILLKALTNLPHTDFTLCKCMIDQAHQEERPIRQILYLGDLLETCHFQAFWQALDENMDLLEGITGFEDSVRKFICHVVGITYQHIDRWLLAEMLGDLSDSQLKVWMSKYGWSADESGQIFICSQEESIKPKNIVEKIDFDSVSSIMASSQ*MIDQAHQEERPIRQILYLGDLLETCHFQAFWQALDENMDLLEGITGFEDSVRKFICHVVGITYQHIDRWLLAEMLGDLSDS.... Result: 0 (the proteins do not interact). Protein 1 (ENSG00000108406) has sequence MSRFPAVAGRAPRRQEEGERSRDLQEERLSAVCIADREEKGCTSQEGGTTPTFPIQKQRKKIIQAVRDNSFLIVTGNTGSGKTTQLPKYLYEAGFSQHGMIGVTQPRKVAAISVAQRVAEEMKCTLGSKVGYQVRFDDCSSKETAIKYMTDGCLLKHILGDPNLTKFSVIILDEAHERTLTTDILFGLLKKLFQEKSPNRKEHLKVVVMSATMELAKLSAFFGNCPIFDIPGRLYPVREKFCNLIGPRDRENTAYIQAIVKVTMDIHLNEMAGDILVFLTGQFEIEKSCELLFQMAESVD.... (2) Protein 1 (ENSG00000064419) has sequence MEGAKPTLQLVYQAVQALYHDPDPSGKERASFWLGELQRSVHAWEISDQLLQIRQDVESCYFAAQTMKMKIQTSFYELPTDSHASLRDSLLTHIQNLKDLSPVIVTQLALAIADLALQMPSWKGCVQTLVEKYSNDVTSLPFLLEILTVLPEEVHSRSLRIGANRRTEIIEDLAFYSSTVVSLLMTCVEKAGTDEKMLMKVFRCLGSWFNLGVLDSNFMANNKLLALLFEVLQQDKTSSNLHEAASDCVCSALYAIENVETNLPLAMQLFQGVLTLETAYHMAVAREDLDKVLNYCRIFT.... Protein 2 (ENSG00000108688) has sequence MKASAALLCLLLTAAAFSPQGLAQPVGINTSTTCCYRFINKKIPKQRLESYRRTTSSHCPREAVIFKTKLDKEICADPTQKWVQDFMKHLDKKTQTPKL*MKASAALLCLLLTAAAFSPQGLAQPERPRTHPQWTFLLVVSLQLGLILQLPAATDLSIRKSLSRGWRATEGPPVATVPGKL*MKASAALLCLLLTAAAFSPQGLAQPASRPNWTRRSVLTPHRSGSRTL*. Result: 0 (the proteins do not interact). (3) Protein 1 (ENSG00000103365) has sequence MAATAVAAAVAGTESAQGPPGPAASLELWLNKATDPSMSEQDWSAIQNFCEQVNTDPNGPTHAPWLLAHKIQSPQEKEALYALTVLEMCMNHCGEKFHSEVAKFRFLNELIKVLSPKYLGSWATGKVKGRVIEILFSWTVWFPEDIKIRDAYQMLKKQGIIKQDPKLPVDKILPPPSPWPKSSIFDADEEKSKLLTRLLKSNHPEDLQAANRLIKNLVKEEQEKSEKVSKRVSAVEEVRSHVKVLQEMLSMYRRPGQAPPDQEALQVVYERCEKLRPTLFRLASDTTDDDDALAEILQAN.... Protein 2 (ENSG00000092978) has sequence MFGAAGRQPIGAPAAGNSWHFSRTMEELVHDLVSALEESSEQARGGFAETGDHSRSISCPLKRQARKRRGRKRRSYNVHHPWETGHCLSEGSDSSLEEPSKDYRENHNNNKKDHSDSDDQMLVAKRRPSSNLNNNVRGKRPLWHESDFAVDNVGNRTLRRRRKVKRMAVDLPQDISNKRTMTQPPEGCRDQDMDSDRAYQYQEFTKNKVKKRKLKIIRQGPKIQDEGVVLESEETNQTNKDKMECEEQKVSDELMSESDSSSLSSTDAGLFTNDEGRQGDDEQSDWFYEKESGGACGITG.... Result: 0 (the proteins do not interact). (4) Protein 1 (ENSG00000179222) has sequence MAQKMDCGAGLLGFQAEASVEDSALLMQTLMEAIQISEAPPTNQATAAASPQSSQPPTANEMADIQVSAAAARPKSAFKVQNATTKGPNGVYDFSQAHNAKDVPNTQPKAAFKSQNATPKGPNAAYDFSQAATTGELAANKSEMAFKAQNATTKVGPNATYNFSQSLNANDLANSRPKTPFKAWNDTTKAPTADTQTQNVNQAKMATSQADIETDPGISEPDGATAQTSADGSQAQNLESRTIIRGKRTRKINNLNVEENSSGDQRRAPLAAGTWRSAPVPVTTQNPPGAPPNVLWQTPL.... Protein 2 (ENSG00000033170) has sequence MRPWTGSWRWIMLILFAWGTLLFYIGGHLVRDNDHPDHSSRELSKILAKLERLKQQNEDLRRMAESLRIPEGPIDQGPAIGRVRVLEEQLVKAKEQIENYKKQTRNGLGKDHEILRRRIENGAKELWFFLQSELKKLKNLEGNELQRHADEFLLDLGHHERSIMTDLYYLSQTDGAGDWREKEAKDLTELVQRRITYLQNPKDCSKAKKLVCNINKGCGYGCQLHHVVYCFMIAYGTQRTLILESQNWRYATGGWETVFRPVSETCTDRSGISTGHWSGEVKDKNVQVVELPIVDSLHPR.... Result: 0 (the proteins do not interact). (5) Protein 1 (ENSG00000105810) has sequence MEKDGLCRADQQYECVAEIGEGAYGKVFKARDLKNGGRFVALKRVRVQTGEEGMPLSTIREVAVLRHLETFEHPNVVRLFDVCTVSRTDRETKLTLVFEHVDQDLTTYLDKVPEPGVPTETIKDMMFQLLRGLDFLHSHRVVHRDLKPQNILVTSSGQIKLADFGLARIYSFQMALTSVVVTLWYRAPEVLLQSSYATPVDLWSVGCIFAEMFRRKPLFRGSSDVDQLGKILDVIGLPGEEDWPRDVALPRQAFHSKSAQPIEKFVTDIDELGKDLLLKCLTFNPAKRISAYSALSHPYF.... Protein 2 (ENSG00000111860) has sequence MWGRFLAPEASGRDSPGGARSFPAGPDYSSAWLPANESLWQATTVPSNHRNNHIRRHSIASDSGDTGIGTSCSDSVEDHSTSSGTLSFKPSQSLITLPTAHVMPSNSSASISKLRESLTPDGSKWSTSLMQTLGNHSRGEQDSSLDMKDFRPLRKWSSLSKLTAPDNCGQGGTVCREESRNGLEKIGKAKALTSQLRTIGPSCLHDSMEMLRLEDKEINKKRSSTLDCKYKFESCSKEDFRASSSTLRRQPVDMTYSALPESKPIMTSSEAFEPPKYLMLGQQAVGGVPIQPSVRTQMWL.... Result: 0 (the proteins do not interact).